From a dataset of Catalyst prediction with 721,799 reactions and 888 catalyst types from USPTO. Predict which catalyst facilitates the given reaction. Reactant: [CH3:1][O:2][C:3](=[O:31])[CH2:4][N:5]1[C:13]2[C:8](=[CH:9][C:10]([O:14][CH2:15][CH2:16][CH2:17][O:18][C:19]3[CH:24]=[CH:23][C:22]([C:25]([NH2:27])=[S:26])=[CH:21][C:20]=3[CH2:28][CH2:29][CH3:30])=[CH:11][CH:12]=2)[CH:7]=[CH:6]1.Br[CH2:33][C:34](=O)[CH2:35][CH3:36].N1C=CC=CC=1. Product: [CH3:1][O:2][C:3](=[O:31])[CH2:4][N:5]1[C:13]2[C:8](=[CH:9][C:10]([O:14][CH2:15][CH2:16][CH2:17][O:18][C:19]3[CH:24]=[CH:23][C:22]([C:25]4[S:26][CH:33]=[C:34]([CH2:35][CH3:36])[N:27]=4)=[CH:21][C:20]=3[CH2:28][CH2:29][CH3:30])=[CH:11][CH:12]=2)[CH:7]=[CH:6]1. The catalyst class is: 8.